From a dataset of Full USPTO retrosynthesis dataset with 1.9M reactions from patents (1976-2016). Predict the reactants needed to synthesize the given product. (1) The reactants are: [CH2:1]1[C:5]2[C:6]3[C:11]([C:12]4[CH:13]=[CH:14][CH:15]=[CH:16][C:17]=4[C:4]=2[CH:3]=[CH:2]1)=[CH:10][CH:9]=[CH:8][CH:7]=3.[H][H]. Given the product [CH2:3]1[C:4]2[C:17]3[C:12]([C:11]4[CH:10]=[CH:9][CH:8]=[CH:7][C:6]=4[C:5]=2[CH2:1][CH2:2]1)=[CH:13][CH:14]=[CH:15][CH:16]=3, predict the reactants needed to synthesize it. (2) The reactants are: Br[C:2]1[CH:3]=[CH:4][C:5]([N+:8]([O-:10])=[O:9])=[N:6][CH:7]=1.[CH3:11][C@H:12]1[NH:17][CH2:16][CH2:15][N:14]([C:18]([O:20][C:21]([CH3:24])([CH3:23])[CH3:22])=[O:19])[CH2:13]1.C(=O)([O-])[O-].[Cs+].[Cs+].CC1(C)C2C(=C(P(C3C=CC=CC=3)C3C=CC=CC=3)C=CC=2)OC2C(P(C3C=CC=CC=3)C3C=CC=CC=3)=CC=CC1=2. Given the product [CH3:11][C@H:12]1[N:17]([C:2]2[CH:7]=[N:6][C:5]([N+:8]([O-:10])=[O:9])=[CH:4][CH:3]=2)[CH2:16][CH2:15][N:14]([C:18]([O:20][C:21]([CH3:22])([CH3:24])[CH3:23])=[O:19])[CH2:13]1, predict the reactants needed to synthesize it. (3) Given the product [F:17][C:14]1[CH:15]=[CH:16][C:11]([CH:7]([NH:22][C:21]2[CH:23]=[C:24]([CH2:27][S:28]([CH2:31][CH2:32][C:33]3[C:34]([O:43][CH3:44])=[CH:35][C:36]([O:41][CH3:42])=[CH:37][C:38]=3[O:39][CH3:40])(=[O:30])=[O:29])[CH:25]=[CH:26][C:20]=2[O:19][CH3:18])[C:8]([OH:10])=[O:9])=[CH:12][CH:13]=1, predict the reactants needed to synthesize it. The reactants are: C([O-])(=O)C.[Na+].Br[CH:7]([C:11]1[CH:16]=[CH:15][C:14]([F:17])=[CH:13][CH:12]=1)[C:8]([O-:10])=[O:9].[CH3:18][O:19][C:20]1[CH:26]=[CH:25][C:24]([CH2:27][S:28]([CH2:31][CH2:32][C:33]2[C:38]([O:39][CH3:40])=[CH:37][C:36]([O:41][CH3:42])=[CH:35][C:34]=2[O:43][CH3:44])(=[O:30])=[O:29])=[CH:23][C:21]=1[NH2:22].C(Cl)(Cl)Cl.CO. (4) Given the product [OH:6][CH2:5][CH2:4][CH2:3][N:2]([CH3:1])[C:10](=[O:11])[CH2:9][C:8](=[O:12])[CH3:7], predict the reactants needed to synthesize it. The reactants are: [CH3:1][NH:2][CH2:3][CH2:4][CH2:5][OH:6].[CH2:7]=[C:8]1[O:12][C:10](=[O:11])[CH2:9]1. (5) Given the product [O:14]=[C:11]1[N:10]2[CH:4]([CH2:1][CH:2]=[O:16])[CH2:5][CH2:6][CH2:7][CH2:8][C:9]2=[N:13][O:12]1, predict the reactants needed to synthesize it. The reactants are: [CH2:1]([CH:4]1[N:10]2[C:11](=[O:14])[O:12][N:13]=[C:9]2[CH2:8][CH2:7][CH2:6][CH2:5]1)[CH:2]=C.I([O-])(=O)(=O)=[O:16].[Na+]. (6) Given the product [Cl:40][C:36]1[CH:35]=[C:34]([C:28]2[CH:27]=[C:26]([CH2:25][C:49]3[CH:50]=[N:51][C:52]([CH2:55][C:56]#[N:57])=[N:53][CH:54]=3)[CH:31]=[N:30][C:29]=2[O:32][CH3:33])[CH:39]=[CH:38][CH:37]=1, predict the reactants needed to synthesize it. The reactants are: BrCC1C=C(C2C=CC=C(OC3COC3)C=2)C(OC(F)F)=NC=1.Cl[CH2:25][C:26]1[CH:27]=[C:28]([C:34]2[CH:39]=[CH:38][CH:37]=[C:36]([Cl:40])[CH:35]=2)[C:29]([O:32][CH3:33])=[N:30][CH:31]=1.CC1(C)C(C)(C)OB([C:49]2[CH:50]=[N:51][C:52]([CH2:55][C:56]#[N:57])=[N:53][CH:54]=2)O1. (7) Given the product [F:1][C:2]1[CH:3]=[C:4]([N+:13]([O-:15])=[O:14])[CH:5]=[C:6]2[C:11]=1[NH:10][C:9](=[O:12])[CH2:8][CH2:7]2, predict the reactants needed to synthesize it. The reactants are: [F:1][C:2]1[CH:3]=[CH:4][CH:5]=[C:6]2[C:11]=1[NH:10][C:9](=[O:12])[CH2:8][CH2:7]2.[N+:13]([O-])([OH:15])=[O:14]. (8) Given the product [CH3:1][O:2][C:3](=[O:21])[CH2:4][CH2:5][CH2:6][CH:7]=[C:8]([C:9]1[CH:10]=[C:11]([CH3:20])[C:12]2[O:16][C:15](=[O:17])[N:14]([CH3:18])[C:13]=2[CH:19]=1)[Sn:26]([CH2:27][CH2:28][CH2:29][CH3:30])([CH2:31][CH2:32][CH2:33][CH3:34])[CH2:22][CH2:23][CH2:24][CH3:25], predict the reactants needed to synthesize it. The reactants are: [CH3:1][O:2][C:3](=[O:21])[CH2:4][CH2:5][CH2:6][C:7]#[C:8][C:9]1[CH:10]=[C:11]([CH3:20])[C:12]2[O:16][C:15](=[O:17])[N:14]([CH3:18])[C:13]=2[CH:19]=1.[CH2:22]([SnH:26]([CH2:31][CH2:32][CH2:33][CH3:34])[CH2:27][CH2:28][CH2:29][CH3:30])[CH2:23][CH2:24][CH3:25].